Dataset: Full USPTO retrosynthesis dataset with 1.9M reactions from patents (1976-2016). Task: Predict the reactants needed to synthesize the given product. (1) Given the product [CH2:1]([O:3][C:4]1[CH:5]=[C:6]([CH:18]2[NH:23][C:22](=[O:24])[NH:21][C:20]([C:25]3[CH:26]=[CH:27][C:28]([NH:31][C:32](=[O:35])[O:33][CH3:34])=[CH:29][CH:30]=3)=[C:19]2[C:36]2[CH:41]=[CH:40][CH:39]=[CH:38][CH:37]=2)[CH:7]=[C:8]([N+:15]([O-:17])=[O:16])[C:9]=1[OH:10])[CH3:2], predict the reactants needed to synthesize it. The reactants are: [CH2:1]([O:3][C:4]1[CH:5]=[C:6]([CH:18]2[NH:23][C:22](=[O:24])[NH:21][C:20]([C:25]3[CH:30]=[CH:29][C:28]([NH:31][C:32](=[O:35])[O:33][CH3:34])=[CH:27][CH:26]=3)=[C:19]2[C:36]2[CH:41]=[CH:40][CH:39]=[CH:38][CH:37]=2)[CH:7]=[C:8]([N+:15]([O-:17])=[O:16])[C:9]=1[O:10]C(OC)=O)[CH3:2].[OH-].[Na+].Cl.O. (2) Given the product [F:1][C:2]1[CH:10]=[C:9]2[C:5]([C:6]([CH2:11][CH:12]3[C:21]4[N:17]([C:18]([C:22]5[CH:23]=[CH:24][CH:25]=[CH:26][CH:27]=5)=[N:19][N:20]=4)[C:16]4[CH:28]=[CH:29][CH:30]=[CH:31][C:15]=4[N:14]([CH2:32][C:33]([N:35]([CH:44]([CH3:45])[CH3:46])[C:36]4[CH:37]=[N:38][C:39]([O:42][CH3:43])=[CH:40][CH:41]=4)=[O:34])[C:13]3=[O:47])=[CH:7][NH:8]2)=[CH:4][CH:3]=1, predict the reactants needed to synthesize it. The reactants are: [F:1][C:2]1[CH:10]=[C:9]2[C:5]([C:6]([CH:11]=[C:12]3[C:21]4[N:17]([C:18]([C:22]5[CH:27]=[CH:26][CH:25]=[CH:24][CH:23]=5)=[N:19][N:20]=4)[C:16]4[CH:28]=[CH:29][CH:30]=[CH:31][C:15]=4[N:14]([CH2:32][C:33]([N:35]([CH:44]([CH3:46])[CH3:45])[C:36]4[CH:37]=[N:38][C:39]([O:42][CH3:43])=[CH:40][CH:41]=4)=[O:34])[C:13]3=[O:47])=[CH:7][NH:8]2)=[CH:4][CH:3]=1.C([O-])=O.[NH4+]. (3) The reactants are: [CH2:1]([C:8]1[CH:9]=[C:10]([N:14]2[CH2:19][CH2:18][NH:17][CH2:16][C@@H:15]2[CH:20]([CH3:22])[CH3:21])[CH:11]=[CH:12][CH:13]=1)[C:2]1[CH:7]=[CH:6][CH:5]=[CH:4][CH:3]=1.Br[C:24]1[CH:29]=[CH:28][CH:27]=[CH:26][C:25]=1[CH:30]([CH3:32])[CH3:31].CC([O-])(C)C.[Na+].COCCOC.CCO. Given the product [CH2:1]([C:8]1[CH:9]=[C:10]([N:14]2[CH2:19][CH2:18][N:17]([C:24]3[CH:29]=[CH:28][CH:27]=[CH:26][C:25]=3[CH:30]([CH3:32])[CH3:31])[CH2:16][C@@H:15]2[CH:20]([CH3:22])[CH3:21])[CH:11]=[CH:12][CH:13]=1)[C:2]1[CH:3]=[CH:4][CH:5]=[CH:6][CH:7]=1, predict the reactants needed to synthesize it.